Dataset: Full USPTO retrosynthesis dataset with 1.9M reactions from patents (1976-2016). Task: Predict the reactants needed to synthesize the given product. (1) Given the product [OH:15][C:5]1([C:4]#[C:3][C:2]([C:16]2[CH:21]=[CH:20][C:19]([CH3:22])=[CH:18][CH:17]=2)=[O:1])[CH2:14][CH2:13][C:8]2([O:12][CH2:11][CH2:10][O:9]2)[CH2:7][CH2:6]1, predict the reactants needed to synthesize it. The reactants are: [OH:1][CH:2]([C:16]1[CH:21]=[CH:20][C:19]([CH3:22])=[CH:18][CH:17]=1)[C:3]#[C:4][C:5]1([OH:15])[CH2:14][CH2:13][C:8]2([O:12][CH2:11][CH2:10][O:9]2)[CH2:7][CH2:6]1. (2) Given the product [Cl:1][C:2]1[CH:7]=[CH:6][C:5]([N:11]2[CH:15]=[N:14][CH:13]=[N:12]2)=[C:4]([CH2:18][C:17]([OH:20])=[O:19])[CH:3]=1, predict the reactants needed to synthesize it. The reactants are: [Cl:1][C:2]1[CH:3]=[CH:4][C:5]([N:11]2[CH:15]=[N:14][CH:13]=[N:12]2)=[C:6](CC#N)[CH:7]=1.Cl.[C:17]([OH:20])(=[O:19])[CH3:18]. (3) Given the product [Cl:30][C:11]1[C:10]2[C:15](=[CH:16][CH:17]=[C:8]([C:5]3[CH:6]=[CH:7][C:2]([F:1])=[CH:3][CH:4]=3)[CH:9]=2)[N:14]=[CH:13][N:12]=1, predict the reactants needed to synthesize it. The reactants are: [F:1][C:2]1[CH:7]=[CH:6][C:5]([C:8]2[CH:9]=[C:10]3[C:15](=[CH:16][CH:17]=2)[N:14]=[CH:13][N:12]=[C:11]3O)=[CH:4][CH:3]=1.C(N(C(C)C)CC)(C)C.O=P(Cl)(Cl)[Cl:30]. (4) Given the product [CH2:35]([O:34][CH2:33][C@H:15]([NH:14][C:11](=[O:13])[CH2:10][N:7]1[CH2:6][CH2:5][N:4]([CH2:2][CH3:3])[CH2:9][CH2:8]1)[C:16]([NH:18][C:19]1[CH:24]=[CH:23][C:22]([O:25][C:26]2[CH:31]=[CH:30][C:29]([F:32])=[CH:28][CH:27]=2)=[CH:21][CH:20]=1)=[O:17])[C:36]1[CH:41]=[CH:40][CH:39]=[CH:38][CH:37]=1, predict the reactants needed to synthesize it. The reactants are: Cl.[CH2:2]([N:4]1[CH2:9][CH2:8][N:7]([CH2:10][C:11]([OH:13])=O)[CH2:6][CH2:5]1)[CH3:3].[NH2:14][C@@H:15]([CH2:33][O:34][CH2:35][C:36]1[CH:41]=[CH:40][CH:39]=[CH:38][CH:37]=1)[C:16]([NH:18][C:19]1[CH:24]=[CH:23][C:22]([O:25][C:26]2[CH:31]=[CH:30][C:29]([F:32])=[CH:28][CH:27]=2)=[CH:21][CH:20]=1)=[O:17].